From a dataset of Full USPTO retrosynthesis dataset with 1.9M reactions from patents (1976-2016). Predict the reactants needed to synthesize the given product. (1) The reactants are: [Cl:1][C:2]1[C:10]([C:11]([F:14])([F:13])[F:12])=[CH:9][CH:8]=[CH:7][C:3]=1[C:4](Cl)=[O:5].CCN(C(C)C)C(C)C.[NH:24](C(OC(C)(C)C)=O)[NH2:25].Cl. Given the product [Cl:1][C:2]1[C:10]([C:11]([F:14])([F:13])[F:12])=[CH:9][CH:8]=[CH:7][C:3]=1[C:4]([NH:24][NH2:25])=[O:5], predict the reactants needed to synthesize it. (2) The reactants are: [C:1]([C:4]1[C:36](=[O:37])[C@@:8]2([CH3:38])[C:9]3[C:15]([OH:16])=[CH:14][C:13]([O:17][CH3:18])=[C:12]([C:19]([NH:21][CH2:22][C:23]4[C:32]5[C:27](=[CH:28][CH:29]=[CH:30][CH:31]=5)[CH:26]=[C:25]([C:33]([OH:35])=O)[CH:24]=4)=[O:20])[C:10]=3[O:11][C:7]2=[CH:6][C:5]=1[OH:39])(=[O:3])[CH3:2].Cl.[CH3:41][NH:42][CH3:43].Cl.CN(C)C(C)CN=C=NCC.O.ON1C2C=CC=CC=2N=N1.C(N(CC)CC)C.[Cl-].[NH4+]. Given the product [C:1]([C:4]1[C:36](=[O:37])[C@@:8]2([CH3:38])[C:9]3[C:15]([OH:16])=[CH:14][C:13]([O:17][CH3:18])=[C:12]([C:19]([NH:21][CH2:22][C:23]4[C:32]5[C:27](=[CH:28][CH:29]=[CH:30][CH:31]=5)[CH:26]=[C:25]([C:33]([N:42]([CH3:43])[CH3:41])=[O:35])[CH:24]=4)=[O:20])[C:10]=3[O:11][C:7]2=[CH:6][C:5]=1[OH:39])(=[O:3])[CH3:2], predict the reactants needed to synthesize it. (3) Given the product [C:1]([O:5][C:6](=[O:23])[NH:7][C:8]1[CH:13]=[CH:12][C:11]([C:14]#[C:15][C:16]2[CH:17]=[CH:18][CH:19]=[CH:20][CH:21]=2)=[CH:10][C:9]=1[NH:22][C:33](=[O:34])[CH2:32][C:31]([C:27]1[CH:28]=[CH:29][CH:30]=[C:25]([I:24])[CH:26]=1)=[O:36])([CH3:4])([CH3:2])[CH3:3], predict the reactants needed to synthesize it. The reactants are: [C:1]([O:5][C:6](=[O:23])[NH:7][C:8]1[CH:13]=[CH:12][C:11]([C:14]#[C:15][C:16]2[CH:21]=[CH:20][CH:19]=[CH:18][CH:17]=2)=[CH:10][C:9]=1[NH2:22])([CH3:4])([CH3:3])[CH3:2].[I:24][C:25]1[CH:26]=[C:27]([C:31]2[O:36]C(C)(C)[O:34][C:33](=O)[CH:32]=2)[CH:28]=[CH:29][CH:30]=1. (4) Given the product [Br:1][C:2]1[CH:7]=[CH:6][C:5]([CH:8]2[N:12]([C:13]3[CH:18]=[CH:17][CH:16]=[CH:15][C:14]=3[Cl:19])[N:11]=[C:10]([C:20]([Cl:26])=[O:21])[CH2:9]2)=[CH:4][C:3]=1[F:23], predict the reactants needed to synthesize it. The reactants are: [Br:1][C:2]1[CH:7]=[CH:6][C:5]([CH:8]2[N:12]([C:13]3[CH:18]=[CH:17][CH:16]=[CH:15][C:14]=3[Cl:19])[N:11]=[C:10]([C:20](O)=[O:21])[CH2:9]2)=[CH:4][C:3]=1[F:23].S(Cl)([Cl:26])=O. (5) The reactants are: CS(O[CH2:6][CH2:7][CH:8]([CH3:16])[C:9]([F:15])([F:14])[C:10]([F:13])([F:12])[F:11])(=O)=O.[F:17][C:18]([F:30])([F:29])[CH2:19][CH2:20][S:21]([CH2:24][C:25]([O:27][CH3:28])=[O:26])(=[O:23])=[O:22].C(=O)([O-])[O-].[K+].[K+].Cl. Given the product [F:15][C:9]([F:14])([C:10]([F:11])([F:12])[F:13])[CH:8]([CH3:16])[CH2:7][CH2:6][CH:24]([S:21]([CH2:20][CH2:19][C:18]([F:29])([F:30])[F:17])(=[O:23])=[O:22])[C:25]([O:27][CH3:28])=[O:26], predict the reactants needed to synthesize it.